Dataset: Catalyst prediction with 721,799 reactions and 888 catalyst types from USPTO. Task: Predict which catalyst facilitates the given reaction. Reactant: Cl.[Br:2][C:3]1[C:4]([C@@H:9]([NH2:23])[C@H:10]([C:15]2[CH:20]=[CH:19][CH:18]=[C:17]([F:21])[C:16]=2[F:22])[CH2:11][CH2:12][CH:13]=[CH2:14])=[N:5][CH:6]=[CH:7][N:8]=1.[C:24]([O:28][C:29](OC([O-])=O)=[O:30])([CH3:27])([CH3:26])[CH3:25].C(N(CC)CC)C. Product: [Br:2][C:3]1[C:4]([C@@H:9]([NH:23][C:29](=[O:30])[O:28][C:24]([CH3:27])([CH3:26])[CH3:25])[C@H:10]([C:15]2[CH:20]=[CH:19][CH:18]=[C:17]([F:21])[C:16]=2[F:22])[CH2:11][CH2:12][CH:13]=[CH2:14])=[N:5][CH:6]=[CH:7][N:8]=1. The catalyst class is: 2.